From a dataset of Full USPTO retrosynthesis dataset with 1.9M reactions from patents (1976-2016). Predict the reactants needed to synthesize the given product. (1) Given the product [C:4]([C:2]1[CH:10]=[CH:9][CH:8]=[CH:7][CH:3]=1)(=[O:5])[C:3]1[CH:7]=[CH:8][CH:9]=[CH:10][CH:2]=1, predict the reactants needed to synthesize it. The reactants are: Cl[C:2]1[CH:10]=[CH:9][C:8]([N+]([O-])=O)=[CH:7][C:3]=1[C:4](Cl)=[O:5].[Al+3].[Cl-].[Cl-].[Cl-].Cl. (2) Given the product [C:22]([C:12]1[CH:13]=[C:14]([O:17][C:18]([F:20])([F:21])[F:19])[CH:15]=[CH:16][C:11]=1[O:10][CH:9]([CH3:30])[CH2:8][CH2:7][O:6][S:2]([CH3:1])(=[O:4])=[O:3])(=[O:23])[C:24]1[CH:25]=[CH:26][CH:27]=[CH:28][CH:29]=1, predict the reactants needed to synthesize it. The reactants are: [CH3:1][S:2](Cl)(=[O:4])=[O:3].[OH:6][CH2:7][CH2:8][CH:9]([CH3:30])[O:10][C:11]1[CH:16]=[CH:15][C:14]([O:17][C:18]([F:21])([F:20])[F:19])=[CH:13][C:12]=1[C:22]([C:24]1[CH:29]=[CH:28][CH:27]=[CH:26][CH:25]=1)=[O:23]. (3) The reactants are: [NH:1]1[C:9]2[C:4](=[CH:5][CH:6]=[CH:7][CH:8]=2)[C:3]([CH:10]=[CH:11][C:12]([OH:14])=O)=[CH:2]1.N1C2C(=CC=CC=2)C(C=C[C:26]([OH:28])=[O:27])=C1.[F:29][C:30]1[CH:42]=[CH:41][C:33]([C:34]([NH:36][NH:37][CH:38]([CH3:40])[CH3:39])=[O:35])=[CH:32][CH:31]=1.CN(C(ON1N=NC2[CH:54]=[CH:55][CH:56]=NC1=2)=[N+](C)C)C.F[P-](F)(F)(F)(F)F.[CH:67](N(CC)C(C)C)(C)C. Given the product [F:29][C:30]1[CH:42]=[CH:41][C:33]([C:34]([NH:36][N:37]([C:12](=[O:14])/[CH:11]=[CH:10]/[C:3]2[C:4]3[C:9](=[CH:8][CH:7]=[CH:6][CH:5]=3)[N:1]([C:26]([O:28][C:55]([CH3:54])([CH3:56])[CH3:67])=[O:27])[CH:2]=2)[CH:38]([CH3:39])[CH3:40])=[O:35])=[CH:32][CH:31]=1, predict the reactants needed to synthesize it.